From a dataset of Reaction yield outcomes from USPTO patents with 853,638 reactions. Predict the reaction yield, written as a fraction of the theoretical maximum amount of product (1.0 means a 100% yield; for example, 0.34 means a 34% yield). (1) The reactants are [OH:1][C@H:2]1[CH2:7][CH2:6][C@H:5]([N:8]2[C:13](=[O:14])[C:12]([CH2:15][C:16]3[CH:21]=[CH:20][C:19]([C:22]4[C:23]([C:28]#[N:29])=[CH:24][CH:25]=[CH:26][CH:27]=4)=[CH:18][CH:17]=3)=[C:11]([CH2:30][CH2:31][CH3:32])[N:10]3[N:33]=[CH:34][N:35]=[C:9]23)[CH2:4][CH2:3]1.[CH3:36][O:37][C:38]1[CH:43]=[CH:42][C:41](O)=[CH:40][CH:39]=1.C1(P(C2C=CC=CC=2)C2C=CC=CC=2)C=CC=CC=1.[N:65]([C:66]([O:68]C(C)C)=[O:67])=[N:65][C:66]([O:68]C(C)C)=[O:67].Cl.[Cl-].O[NH3+].C(=O)([O-])O.[Na+]. The catalyst is O1CCCC1.O.C(OCC)(=O)C.CS(C)=O. The product is [CH3:36][O:37][C:38]1[CH:43]=[CH:42][C:41]([O:1][C@@H:2]2[CH2:7][CH2:6][C@H:5]([N:8]3[C:13](=[O:14])[C:12]([CH2:15][C:16]4[CH:21]=[CH:20][C:19]([C:22]5[CH:27]=[CH:26][CH:25]=[CH:24][C:23]=5[C:28]5[NH:65][C:66](=[O:67])[O:68][N:29]=5)=[CH:18][CH:17]=4)=[C:11]([CH2:30][CH2:31][CH3:32])[N:10]4[N:33]=[CH:34][N:35]=[C:9]34)[CH2:4][CH2:3]2)=[CH:40][CH:39]=1. The yield is 0.390. (2) The reactants are Cl.Cl.[CH3:3][N:4]1[CH2:13][C@@H:12]([C:14]2[CH:23]=[CH:22][C:21]3[C:16](=[CH:17][CH:18]=[CH:19][CH:20]=3)[CH:15]=2)[C:11]2[C:6](=[CH:7][C:8]([C:24]3[N:29]=[N:28][C:27]([NH2:30])=[CH:26][CH:25]=3)=[CH:9][CH:10]=2)[CH2:5]1.C([O-])(O)=O.[Na+]. The catalyst is CO.O. The product is [CH3:3][N:4]1[CH2:13][C@@H:12]([C:14]2[CH:23]=[CH:22][C:21]3[C:16](=[CH:17][CH:18]=[CH:19][CH:20]=3)[CH:15]=2)[C:11]2[C:6](=[CH:7][C:8]([C:24]3[N:29]=[N:28][C:27]([NH2:30])=[CH:26][CH:25]=3)=[CH:9][CH:10]=2)[CH2:5]1. The yield is 0.930. (3) The reactants are [CH3:1][CH:2]([CH3:10])[C:3](=O)[CH2:4][C:5]([O:7]C)=O.[CH3:11][NH:12][C:13]([NH2:15])=[O:14]. The catalyst is C(O)(=O)C. The product is [CH:2]([C:3]1[N:12]([CH3:11])[C:13](=[O:14])[NH:15][C:5](=[O:7])[CH:4]=1)([CH3:1])[CH3:10]. The yield is 0.340. (4) The reactants are [F:1][C:2]1[CH:10]=[CH:9][CH:8]=[C:7]2[C:3]=1[CH:4]=[CH:5][N:6]2[CH:11]([CH3:16])[C:12]([O:14]C)=[O:13].[OH-].[Na+].[CH3:19]O. No catalyst specified. The product is [F:1][C:2]1[CH:10]=[CH:9][CH:8]=[C:7]2[C:3]=1[CH:4]=[CH:5][N:6]2[C:11]([CH3:16])([CH3:19])[C:12]([OH:14])=[O:13]. The yield is 0.840. (5) The reactants are [CH2:1]([O:3][C:4](=[O:22])[C@@H:5]([NH:13][C:14]([C:16]1S[C:18]([Br:21])=[CH:19][CH:20]=1)=[O:15])[CH2:6][CH2:7][C:8]([O:10][CH2:11][CH3:12])=[O:9])[CH3:2].BrC1[O:28]C(C(O)=O)=CC=1. No catalyst specified. The product is [CH2:1]([O:3][C:4](=[O:22])[C@@H:5]([NH:13][C:14]([C:16]1[O:28][C:18]([Br:21])=[CH:19][CH:20]=1)=[O:15])[CH2:6][CH2:7][C:8]([O:10][CH2:11][CH3:12])=[O:9])[CH3:2]. The yield is 0.720. (6) The reactants are FC1C=C(F)C=C2C=1C=NN2C.ClC1C=CC2N(C(C=O)=CN=2)N=1.[Cl:25][C:26]1[CH:27]=[CH:28][C:29]2[N:30]([C:32]([C:35]([C:38]3[C:39]([F:49])=[C:40]4[C:44](=[CH:45][C:46]=3[F:47])[N:43]([CH3:48])[N:42]=[CH:41]4)([OH:37])C)=[CH:33][N:34]=2)[N:31]=1. No catalyst specified. The product is [Cl:25][C:26]1[CH:27]=[CH:28][C:29]2[N:30]([C:32]([CH:35]([C:38]3[C:39]([F:49])=[C:40]4[C:44](=[CH:45][C:46]=3[F:47])[N:43]([CH3:48])[N:42]=[CH:41]4)[OH:37])=[CH:33][N:34]=2)[N:31]=1. The yield is 0.410. (7) The reactants are C1N=CN(C(N2C=NC=C2)=O)C=1.[O:13]=[C:14]1[CH2:17][CH:16]([C:18]([OH:20])=O)[CH2:15]1.[CH2:21]([NH2:28])[C:22]1[CH:27]=[CH:26][CH:25]=[CH:24][CH:23]=1. The catalyst is C1COCC1. The product is [CH2:21]([NH:28][C:18]([CH:16]1[CH2:15][C:14](=[O:13])[CH2:17]1)=[O:20])[C:22]1[CH:27]=[CH:26][CH:25]=[CH:24][CH:23]=1. The yield is 0.890.